Dataset: Forward reaction prediction with 1.9M reactions from USPTO patents (1976-2016). Task: Predict the product of the given reaction. (1) Given the reactants Cl.C([N:9]1[CH2:32][CH:31]([CH2:33][OH:34])[O:30][C:11]2([CH2:16][CH2:15][N:14]([C:17]([C:19]3[CH:24]=[CH:23][C:22]([O:25][CH:26]([CH3:28])[CH3:27])=[C:21]([CH3:29])[CH:20]=3)=[O:18])[CH2:13][CH2:12]2)[CH2:10]1)C1C=CC=CC=1.[H-].[Na+].I[CH2:38][CH3:39].C([O-])=O.[NH4+], predict the reaction product. The product is: [CH2:38]([O:34][CH2:33][CH:31]1[O:30][C:11]2([CH2:16][CH2:15][N:14]([C:17]([C:19]3[CH:24]=[CH:23][C:22]([O:25][CH:26]([CH3:28])[CH3:27])=[C:21]([CH3:29])[CH:20]=3)=[O:18])[CH2:13][CH2:12]2)[CH2:10][NH:9][CH2:32]1)[CH3:39]. (2) Given the reactants [NH2:1][C:2]1[C:3]([C:25](=[NH:27])[NH2:26])=[C:4]([CH:22]=[CH:23][CH:24]=1)[O:5][CH2:6][C:7]1([C:14]([NH:16][CH:17]2[CH2:21][CH2:20][CH2:19][CH2:18]2)=[O:15])[CH2:12][CH2:11][CH2:10][NH:9][C:8]1=[O:13].[S:28](=[O:32])(=[O:31])(N)N, predict the reaction product. The product is: [NH2:27][C:25]1[C:3]2[C:4]([O:5][CH2:6][C:7]3([C:14]([NH:16][CH:17]4[CH2:21][CH2:20][CH2:19][CH2:18]4)=[O:15])[CH2:12][CH2:11][CH2:10][NH:9][C:8]3=[O:13])=[CH:22][CH:23]=[CH:24][C:2]=2[NH:1][S:28](=[O:32])(=[O:31])[N:26]=1.